This data is from Peptide-MHC class I binding affinity with 185,985 pairs from IEDB/IMGT. The task is: Regression. Given a peptide amino acid sequence and an MHC pseudo amino acid sequence, predict their binding affinity value. This is MHC class I binding data. (1) The peptide sequence is RTVSVMFFI. The MHC is HLA-A25:01 with pseudo-sequence HLA-A25:01. The binding affinity (normalized) is 0.0847. (2) The peptide sequence is ERYFRIHSL. The MHC is HLA-A02:01 with pseudo-sequence HLA-A02:01. The binding affinity (normalized) is 0.323.